Predict the product of the given reaction. From a dataset of Forward reaction prediction with 1.9M reactions from USPTO patents (1976-2016). (1) Given the reactants [F:1][C:2]1[CH:3]=[N:4][CH:5]=[C:6]([CH:11]=1)[C:7](Cl)=[N:8][OH:9].[Br:12][C:13]1[CH:18]=[CH:17][C:16]([C:19]#[CH:20])=[CH:15][CH:14]=1.N, predict the reaction product. The product is: [Br:12][C:13]1[CH:18]=[CH:17][C:16]([C:19]2[O:9][N:8]=[C:7]([C:6]3[CH:5]=[N:4][CH:3]=[C:2]([F:1])[CH:11]=3)[CH:20]=2)=[CH:15][CH:14]=1. (2) The product is: [CH:29]([N:28]([CH2:27][C:25]1[O:24][N:23]=[C:22]([C:18]2[CH:17]=[N:16][CH:21]=[CH:20][CH:19]=2)[N:26]=1)[C:10](=[O:11])[CH:9]([O:8][C:7]1[CH:14]=[CH:15][C:4]([CH2:1][CH2:2][CH3:3])=[CH:5][CH:6]=1)[CH3:13])([CH3:31])[CH3:30]. Given the reactants [CH2:1]([C:4]1[CH:15]=[CH:14][C:7]([O:8][CH:9]([CH3:13])[C:10](Cl)=[O:11])=[CH:6][CH:5]=1)[CH2:2][CH3:3].[N:16]1[CH:21]=[CH:20][CH:19]=[C:18]([C:22]2[N:26]=[C:25]([CH2:27][NH:28][CH:29]([CH3:31])[CH3:30])[O:24][N:23]=2)[CH:17]=1.C(N(CC)CC)C, predict the reaction product. (3) Given the reactants [C:1]1([PH:7](=[O:14])[C:8]2[CH:13]=[CH:12][CH:11]=[CH:10][CH:9]=2)[CH:6]=[CH:5][CH:4]=[CH:3][CH:2]=1.[CH3:15][C@:16]12[C:22]([CH3:24])([CH3:23])[C@H:19]([CH2:20][CH2:21]1)[CH:18]=[C:17]2[C:25]1[CH:30]=[CH:29][CH:28]=[CH:27][N:26]=1.CC(C)([O-])C.[K+].O, predict the reaction product. The product is: [C:1]1([P:7]([C@@H:18]2[C@@H:19]3[C:22]([CH3:24])([CH3:23])[C@@:16]([CH3:15])([CH2:21][CH2:20]3)[C@H:17]2[C:25]2[CH:30]=[CH:29][CH:28]=[CH:27][N:26]=2)([C:8]2[CH:13]=[CH:12][CH:11]=[CH:10][CH:9]=2)=[O:14])[CH:2]=[CH:3][CH:4]=[CH:5][CH:6]=1. (4) Given the reactants COC1N=CC(C2N=CN(CCCC[N:18]3[C:26](=[O:27])[C:25]4[C:20](=[CH:21][CH:22]=[CH:23][CH:24]=4)[C:19]3=[O:28])C=2)=CC=1.N1C=C(C2C=CC(OC)=NC=2)N=C1.C(=O)([O-])[O-].[K+].[K+].BrCCCCN1C(=O)C2=CC=CC=C2C1=O, predict the reaction product. The product is: [C:19]1(=[O:28])[C:20]2[C:25](=[CH:24][CH:23]=[CH:22][CH:21]=2)[C:26](=[O:27])[NH:18]1. (5) Given the reactants Cl[C:2]1[CH:7]=[C:6]([C:8]([F:11])([F:10])[F:9])[N:5]=[C:4]([C:12]2[CH:13]=[N:14][CH:15]=[CH:16][CH:17]=2)[N:3]=1.[O:18]([C:25]1[CH:26]=[C:27]([CH:29]=[CH:30][CH:31]=1)[NH2:28])[C:19]1[CH:24]=[CH:23][CH:22]=[CH:21][CH:20]=1, predict the reaction product. The product is: [O:18]([C:25]1[CH:26]=[C:27]([CH:29]=[CH:30][CH:31]=1)[NH:28][C:2]1[CH:7]=[C:6]([C:8]([F:11])([F:10])[F:9])[N:5]=[C:4]([C:12]2[CH:13]=[N:14][CH:15]=[CH:16][CH:17]=2)[N:3]=1)[C:19]1[CH:20]=[CH:21][CH:22]=[CH:23][CH:24]=1. (6) Given the reactants Br[C:2]1[CH:7]=[CH:6][CH:5]=[CH:4][C:3]=1[CH2:8][C:9]([O:11][CH3:12])=[O:10].[B:13]1([B:13]2[O:17][C:16]([CH3:19])([CH3:18])[C:15]([CH3:21])([CH3:20])[O:14]2)[O:17][C:16]([CH3:19])([CH3:18])[C:15]([CH3:21])([CH3:20])[O:14]1.C([O-])(=O)C.[K+].O, predict the reaction product. The product is: [CH3:20][C:15]1([CH3:21])[C:16]([CH3:19])([CH3:18])[O:17][B:13]([C:2]2[CH:7]=[CH:6][CH:5]=[CH:4][C:3]=2[CH2:8][C:9]([O:11][CH3:12])=[O:10])[O:14]1.